The task is: Predict the reactants needed to synthesize the given product.. This data is from Full USPTO retrosynthesis dataset with 1.9M reactions from patents (1976-2016). (1) Given the product [F:1][C:2]1[C:3]([NH:21][CH:22]2[CH2:27][CH2:26][CH2:25][NH:24][CH2:23]2)=[N:4][C:5]([NH:8][C:9]2[CH:10]=[N:11][C:12]([N:15]3[CH2:20][CH2:19][O:18][CH2:17][CH2:16]3)=[CH:13][CH:14]=2)=[N:6][CH:7]=1, predict the reactants needed to synthesize it. The reactants are: [F:1][C:2]1[C:3]([NH:21][CH:22]2[CH2:27][CH2:26][CH2:25][N:24](C(OC(C)(C)C)=O)[CH2:23]2)=[N:4][C:5]([NH:8][C:9]2[CH:10]=[N:11][C:12]([N:15]3[CH2:20][CH2:19][O:18][CH2:17][CH2:16]3)=[CH:13][CH:14]=2)=[N:6][CH:7]=1. (2) Given the product [C:2]1([C@H:8]2[CH2:12][CH2:11][NH:10][C@@H:9]2[CH2:13][OH:14])[CH:3]=[CH:4][CH:5]=[CH:6][CH:7]=1, predict the reactants needed to synthesize it. The reactants are: B.[C:2]1([C@H:8]2[CH2:12][CH2:11][NH:10][C@@H:9]2[C:13](O)=[O:14])[CH:7]=[CH:6][CH:5]=[CH:4][CH:3]=1. (3) Given the product [CH3:1][C:2]1([CH3:18])[CH2:11][C:6](=[O:7])[C:5]([C:12]2[N:16]([CH3:17])[N:15]=[CH:14][CH:13]=2)=[CH:4][CH2:3]1, predict the reactants needed to synthesize it. The reactants are: [CH3:1][C:2]1([CH3:18])[CH2:11][C:6]2(OCC[O:7]2)[C:5]([C:12]2[N:16]([CH3:17])[N:15]=[CH:14][CH:13]=2)=[CH:4][CH2:3]1.Cl. (4) Given the product [CH3:14][C:13]1[CH:12]=[CH:11][C:6]([C:7]([O:9][CH3:10])=[O:8])=[CH:5][C:4]=1[C:1]1[NH:2][C:16]2[CH2:17][O:18][CH2:19][CH2:20][C:21]=2[N:3]=1, predict the reactants needed to synthesize it. The reactants are: [C:1]([C:4]1[CH:5]=[C:6]([CH:11]=[CH:12][C:13]=1[CH3:14])[C:7]([O:9][CH3:10])=[O:8])(=[NH:3])[NH2:2].Br[CH:16]1[C:21](=O)[CH2:20][CH2:19][O:18][CH2:17]1.C(=O)([O-])[O-].[K+].[K+]. (5) Given the product [ClH:37].[ClH:37].[N:1]1([CH2:6][C:7]2[CH:8]=[CH:9][C:10]([S:13]([N:16]3[CH2:21][CH2:20][N:19]([CH2:22][CH:23]4[CH2:28][CH2:27][NH:26][CH2:25][CH2:24]4)[C:18](=[O:36])[CH2:17]3)(=[O:14])=[O:15])=[CH:11][CH:12]=2)[CH:5]=[CH:4][N:3]=[CH:2]1, predict the reactants needed to synthesize it. The reactants are: [N:1]1([CH2:6][C:7]2[CH:12]=[CH:11][C:10]([S:13]([N:16]3[CH2:21][CH2:20][N:19]([CH2:22][CH:23]4[CH2:28][CH2:27][N:26](C(OC(C)(C)C)=O)[CH2:25][CH2:24]4)[C:18](=[O:36])[CH2:17]3)(=[O:15])=[O:14])=[CH:9][CH:8]=2)[CH:5]=[CH:4][N:3]=[CH:2]1.[ClH:37]. (6) Given the product [O:1]([C:8]1[CH:9]=[CH:10][C:11]([CH2:12][NH:13][C:27]([C:26]2[CH:30]=[CH:31][C:23]([C:20]3[S:21][CH:22]=[C:18]([CH2:17][N:55]([CH2:54][C:51]4[CH:52]=[CH:53][C:48]([O:47][CH2:46][C:45]([OH:56])=[O:44])=[CH:49][CH:50]=4)[C:40](=[O:41])[CH2:39][CH2:38][C:32]4[CH:37]=[CH:36][CH:35]=[CH:34][CH:33]=4)[N:19]=3)=[CH:24][CH:25]=2)=[O:28])=[CH:14][CH:15]=1)[C:2]1[CH:3]=[CH:4][CH:5]=[CH:6][CH:7]=1, predict the reactants needed to synthesize it. The reactants are: [O:1]([C:8]1[CH:15]=[CH:14][C:11]([CH2:12][NH2:13])=[CH:10][CH:9]=1)[C:2]1[CH:7]=[CH:6][CH:5]=[CH:4][CH:3]=1.Cl[CH2:17][C:18]1[N:19]=[C:20]([C:23]2[CH:31]=[CH:30][C:26]([C:27](Cl)=[O:28])=[CH:25][CH:24]=2)[S:21][CH:22]=1.[C:32]1([CH2:38][CH2:39][C:40](Cl)=[O:41])[CH:37]=[CH:36][CH:35]=[CH:34][CH:33]=1.C[O:44][C:45](=[O:56])[CH2:46][O:47][C:48]1[CH:53]=[CH:52][C:51]([CH2:54][NH2:55])=[CH:50][CH:49]=1. (7) Given the product [Cl:44][C:39]1[CH:38]=[C:37]2[C:42]([CH:43]=[C:34]([C:16]3[CH:15]=[CH:14][C:13]([F:27])=[C:12]([NH:11][C:9]([NH:8][CH:1]4[CH2:2][CH2:3][CH2:4][CH2:5][CH2:6][CH2:7]4)=[O:10])[CH:17]=3)[C:35]([CH3:45])=[N:36]2)=[CH:41][N:40]=1, predict the reactants needed to synthesize it. The reactants are: [CH:1]1([NH:8][C:9]([NH:11][C:12]2[CH:17]=[C:16](B3OC(C)(C)C(C)(C)O3)[CH:15]=[CH:14][C:13]=2[F:27])=[O:10])[CH2:7][CH2:6][CH2:5][CH2:4][CH2:3][CH2:2]1.FC(F)(F)S(O[C:34]1[C:35]([CH3:45])=[N:36][C:37]2[C:42]([CH:43]=1)=[CH:41][N:40]=[C:39]([Cl:44])[CH:38]=2)(=O)=O.C([O-])([O-])=O.[K+].[K+]. (8) Given the product [CH3:1][C:2]1[CH:3]=[CH:4][C:5]([S:6][CH:7]([CH2:12][C:13]2[CH:14]=[CH:15][C:16]([O:19][CH2:20][CH2:21][NH:22][C:23](=[O:36])[C:24]3[CH:29]=[CH:28][C:27]([C:30]4[CH:35]=[CH:34][CH:33]=[CH:32][N:31]=4)=[CH:26][CH:25]=3)=[CH:17][CH:18]=2)[C:8]([OH:10])=[O:9])=[CH:37][CH:38]=1, predict the reactants needed to synthesize it. The reactants are: [CH3:1][C:2]1[CH:38]=[CH:37][C:5]([S:6][CH:7]([CH2:12][C:13]2[CH:18]=[CH:17][C:16]([O:19][CH2:20][CH2:21][NH:22][C:23](=[O:36])[C:24]3[CH:29]=[CH:28][C:27]([C:30]4[CH:35]=[CH:34][CH:33]=[CH:32][N:31]=4)=[CH:26][CH:25]=3)=[CH:15][CH:14]=2)[C:8]([O:10]C)=[O:9])=[CH:4][CH:3]=1.[OH-].[Na+]. (9) Given the product [C:13]([S:17]([CH2:20][C@@H:21]([N:25]1[C@H:30]([C:31]2[CH:36]=[CH:35][C:34]([Cl:37])=[CH:33][CH:32]=2)[C@@H:29]([C:38]2[CH:43]=[CH:42][CH:41]=[C:40]([Cl:44])[CH:39]=2)[CH2:28][C@@:27]([CH2:46][C:47]([NH:51][C:52]2[CH:57]=[CH:56][CH:55]=[CH:54][CH:53]=2)=[O:49])([CH3:45])[C:26]1=[O:50])[CH:22]1[CH2:23][CH2:24]1)(=[O:18])=[O:19])([CH3:16])([CH3:14])[CH3:15], predict the reactants needed to synthesize it. The reactants are: Cl.CN(C)CCCN=C=NCC.[C:13]([S:17]([CH2:20][C@@H:21]([N:25]1[C@H:30]([C:31]2[CH:36]=[CH:35][C:34]([Cl:37])=[CH:33][CH:32]=2)[C@@H:29]([C:38]2[CH:43]=[CH:42][CH:41]=[C:40]([Cl:44])[CH:39]=2)[CH2:28][C@@:27]([CH2:46][C:47]([OH:49])=O)([CH3:45])[C:26]1=[O:50])[CH:22]1[CH2:24][CH2:23]1)(=[O:19])=[O:18])([CH3:16])([CH3:15])[CH3:14].[NH2:51][C:52]1[CH:57]=[CH:56][CH:55]=[CH:54][CH:53]=1. (10) Given the product [Br:9][C:10]1[CH:11]=[CH:12][C:13]([C:16]2[C:17]([C:19]3[CH:20]=[CH:21][C:22]([Br:25])=[CH:23][CH:24]=3)=[N:8][C:1]3[C:2](=[CH:3][CH:4]=[CH:5][CH:6]=3)[N:7]=2)=[CH:14][CH:15]=1, predict the reactants needed to synthesize it. The reactants are: [C:1]1([NH2:8])[CH:6]=[CH:5][CH:4]=[CH:3][C:2]=1[NH2:7].[Br:9][C:10]1[CH:15]=[CH:14][C:13]([C:16](=O)[C:17]([C:19]2[CH:24]=[CH:23][C:22]([Br:25])=[CH:21][CH:20]=2)=O)=[CH:12][CH:11]=1.